From a dataset of Full USPTO retrosynthesis dataset with 1.9M reactions from patents (1976-2016). Predict the reactants needed to synthesize the given product. Given the product [Cl:1][C:2]1[CH:7]=[C:6]([NH:8][C:9]2[N:10]=[C:11]([NH2:12])[NH:36][N:35]=2)[CH:5]=[C:4]([C:15]([F:16])([F:18])[F:17])[C:3]=1[C:19]1[CH:20]=[CH:21][C:22]([S:25]([N:28]2[CH2:33][CH2:32][N:31]([CH3:34])[CH2:30][CH2:29]2)(=[O:27])=[O:26])=[CH:23][CH:24]=1, predict the reactants needed to synthesize it. The reactants are: [Cl:1][C:2]1[CH:7]=[C:6]([NH:8][CH:9](SC)[NH:10][C:11]#[N:12])[CH:5]=[C:4]([C:15]([F:18])([F:17])[F:16])[C:3]=1[C:19]1[CH:24]=[CH:23][C:22]([S:25]([N:28]2[CH2:33][CH2:32][N:31]([CH3:34])[CH2:30][CH2:29]2)(=[O:27])=[O:26])=[CH:21][CH:20]=1.[NH2:35][NH2:36].